Dataset: Reaction yield outcomes from USPTO patents with 853,638 reactions. Task: Predict the reaction yield, written as a fraction of the theoretical maximum amount of product (1.0 means a 100% yield; for example, 0.34 means a 34% yield). (1) The reactants are [Si:1]([O:8][CH2:9][CH:10]([CH2:13][OH:14])[O:11][CH3:12])([C:4]([CH3:7])([CH3:6])[CH3:5])([CH3:3])[CH3:2].[C:15](Cl)(=[O:33])[CH2:16][CH2:17][CH2:18][CH2:19][CH2:20][CH2:21][CH2:22]/[CH:23]=[CH:24]\[CH2:25][CH2:26][CH2:27][CH2:28][CH2:29][CH2:30][CH2:31][CH3:32].N1C=CC=CC=1. The catalyst is C(Cl)Cl. The product is [Si:1]([O:8][CH2:9][CH:10]([CH2:13][O:14][C:15](=[O:33])[CH2:16][CH2:17][CH2:18][CH2:19][CH2:20][CH2:21][CH2:22]/[CH:23]=[CH:24]\[CH2:25][CH2:26][CH2:27][CH2:28][CH2:29][CH2:30][CH2:31][CH3:32])[O:11][CH3:12])([C:4]([CH3:7])([CH3:6])[CH3:5])([CH3:3])[CH3:2]. The yield is 0.990. (2) The reactants are [NH2:1][C:2]1[C:3]2[C:10](I)=[CH:9][N:8]([C@@H:12]3[CH2:17][CH2:16][CH2:15][N:14]([C:18]([O:20][C:21]([CH3:24])([CH3:23])[CH3:22])=[O:19])[CH2:13]3)[C:4]=2[N:5]=[CH:6][N:7]=1.[O:25]([C:32]1[CH:37]=[CH:36][C:35](B(O)O)=[CH:34][CH:33]=1)[C:26]1[CH:31]=[CH:30][CH:29]=[CH:28][CH:27]=1.C([O-])([O-])=O.[Na+].[Na+]. The catalyst is O1CCOCC1.O.C1C=CC([P]([Pd]([P](C2C=CC=CC=2)(C2C=CC=CC=2)C2C=CC=CC=2)([P](C2C=CC=CC=2)(C2C=CC=CC=2)C2C=CC=CC=2)[P](C2C=CC=CC=2)(C2C=CC=CC=2)C2C=CC=CC=2)(C2C=CC=CC=2)C2C=CC=CC=2)=CC=1. The product is [NH2:1][C:2]1[C:3]2[C:10]([C:35]3[CH:36]=[CH:37][C:32]([O:25][C:26]4[CH:31]=[CH:30][CH:29]=[CH:28][CH:27]=4)=[CH:33][CH:34]=3)=[CH:9][N:8]([C@@H:12]3[CH2:17][CH2:16][CH2:15][N:14]([C:18]([O:20][C:21]([CH3:24])([CH3:23])[CH3:22])=[O:19])[CH2:13]3)[C:4]=2[N:5]=[CH:6][N:7]=1. The yield is 0.550. (3) The reactants are [CH3:1][N:2]([CH2:15][CH2:16][N:17]1[CH2:22][CH2:21][O:20][CH2:19][CH2:18]1)[C:3]([C:5]1[CH:6]=[C:7]([CH:12]=[CH:13][CH:14]=1)[C:8]([O:10]C)=[O:9])=[O:4].O.[OH-].[Li+]. The catalyst is O1CCCC1.O. The product is [CH3:1][N:2]([CH2:15][CH2:16][N:17]1[CH2:22][CH2:21][O:20][CH2:19][CH2:18]1)[C:3]([C:5]1[CH:6]=[C:7]([CH:12]=[CH:13][CH:14]=1)[C:8]([OH:10])=[O:9])=[O:4]. The yield is 0.650.